From a dataset of Forward reaction prediction with 1.9M reactions from USPTO patents (1976-2016). Predict the product of the given reaction. (1) Given the reactants [H-].[H-].[H-].[H-].[Li+].[Al+3].[CH2:7]([O:13][C:14]1[CH:19]=[CH:18][C:17]([C:20]2[CH:30]=[C:29]([C:31](OCC)=[O:32])[CH:28]=[CH:27][C:21]=2[C:22](OCC)=[O:23])=[CH:16][CH:15]=1)[CH2:8][CH2:9][CH2:10][CH2:11][CH3:12].S(=O)(=O)(O)O, predict the reaction product. The product is: [OH:23][CH2:22][C:21]1[CH:27]=[CH:28][C:29]([CH2:31][OH:32])=[CH:30][C:20]=1[C:17]1[CH:18]=[CH:19][C:14]([O:13][CH2:7][CH2:8][CH2:9][CH2:10][CH2:11][CH3:12])=[CH:15][CH:16]=1. (2) Given the reactants Cl.[C:2]1(=[O:13])[C:6]2([CH2:11][CH2:10][C:9](=O)[CH2:8][CH2:7]2)[CH2:5][CH2:4][NH:3]1.[CH3:14][NH:15][CH3:16].[C-:17]#[N:18].[K+], predict the reaction product. The product is: [CH3:14][N:15]([N:3]1[CH2:4][CH2:5][C:6]2([CH2:11][CH2:10][CH:9]([C:17]#[N:18])[CH2:8][CH2:7]2)[C:2]1=[O:13])[CH3:16]. (3) Given the reactants [OH:1][C:2]1[CH:7]=[C:6]([CH3:8])[C:5]([C:9]2[C:14]([CH3:15])=[CH:13][CH:12]=[C:11]([C:16]([O:18][CH3:19])=[O:17])[CH:10]=2)=[C:4]([CH3:20])[CH:3]=1.[O:21]1[C:23]2([CH2:28][CH2:27][S:26][CH2:25][CH2:24]2)[CH2:22]1.C(=O)([O-])[O-].[K+].[K+], predict the reaction product. The product is: [OH:21][C:23]1([CH2:22][O:1][C:2]2[CH:7]=[C:6]([CH3:8])[C:5]([C:9]3[C:14]([CH3:15])=[CH:13][CH:12]=[C:11]([C:16]([O:18][CH3:19])=[O:17])[CH:10]=3)=[C:4]([CH3:20])[CH:3]=2)[CH2:28][CH2:27][S:26][CH2:25][CH2:24]1. (4) Given the reactants [CH3:1][C:2]1[C:11]2[C:6](=[CH:7][CH:8]=[CH:9][CH:10]=2)[N:5]=[C:4]([CH2:12][N:13]2[C:22](=[O:23])[C:21]3[N:20]([CH2:24][C:25]#[C:26][CH3:27])[C:19]([N:28]4[CH2:33][CH2:32][CH2:31][C@@H:30]([N:34]5C(=O)C6=CC(C)=CC=C6C5=O)[CH2:29]4)=[N:18][C:17]=3[N:16]([CH3:46])[C:14]2=[O:15])[N:3]=1.C(CN)O, predict the reaction product. The product is: [CH3:27][C:26]#[C:25][CH2:24][N:20]1[C:19]([N:28]2[CH2:29][C@H:30]([NH2:34])[CH2:31][CH2:32][CH2:33]2)=[N:18][C:17]2[N:16]([CH3:46])[C:14]([N:13]([CH2:12][C:4]3[N:3]=[C:2]([CH3:1])[C:11]4[CH:10]=[CH:9][CH:8]=[CH:7][C:6]=4[N:5]=3)[C:22](=[O:23])[C:21]1=2)=[O:15]. (5) Given the reactants [Br:1][C:2]1[CH:11]=[CH:10][C:9]2[C:4](=[CH:5][CH:6]=[C:7]([O:12][CH2:13][CH2:14]Br)[CH:8]=2)[CH:3]=1.[NH:16]1[CH2:20][CH2:19][CH2:18][CH2:17]1, predict the reaction product. The product is: [Br:1][C:2]1[CH:3]=[C:4]2[C:9](=[CH:10][CH:11]=1)[CH:8]=[C:7]([O:12][CH2:13][CH2:14][N:16]1[CH2:20][CH2:19][CH2:18][CH2:17]1)[CH:6]=[CH:5]2. (6) Given the reactants [N:1]([C:4]1[CH:12]=[CH:11][C:7]2[O:8][CH2:9][O:10][C:6]=2[CH:5]=1)=[C:2]=[O:3].[NH2:13][CH:14]([CH2:22][NH:23][C:24]1[C:29]([CH2:30][CH3:31])=[C:28]([N:32]2[CH2:37][CH2:36][CH:35]([C:38]3[CH:47]=[CH:46][C:45]4[CH2:44][CH2:43][CH2:42][NH:41][C:40]=4[N:39]=3)[CH2:34][CH2:33]2)[N:27]=[CH:26][N:25]=1)[C:15]([O:17][C:18]([CH3:21])([CH3:20])[CH3:19])=[O:16], predict the reaction product. The product is: [O:8]1[C:7]2[CH:11]=[CH:12][C:4]([NH:1][C:2](=[O:3])[NH:13][CH:14]([CH2:22][NH:23][C:24]3[C:29]([CH2:30][CH3:31])=[C:28]([N:32]4[CH2:33][CH2:34][CH:35]([C:38]5[CH:47]=[CH:46][C:45]6[CH2:44][CH2:43][CH2:42][NH:41][C:40]=6[N:39]=5)[CH2:36][CH2:37]4)[N:27]=[CH:26][N:25]=3)[C:15]([O:17][C:18]([CH3:19])([CH3:21])[CH3:20])=[O:16])=[CH:5][C:6]=2[O:10][CH2:9]1. (7) The product is: [F:1][C:2]1[CH:25]=[C:24]([CH:23]=[CH:22][C:3]=1[O:4][C:5]1[CH:10]=[CH:9][N:8]=[C:7]2[CH:11]=[C:12]([C:14]3[N:15]=[CH:16][N:17]([CH:19]([CH3:21])[CH3:20])[CH:18]=3)[S:13][C:6]=12)[NH2:26]. Given the reactants [F:1][C:2]1[CH:25]=[C:24]([N+:26]([O-])=O)[CH:23]=[CH:22][C:3]=1[O:4][C:5]1[CH:10]=[CH:9][N:8]=[C:7]2[CH:11]=[C:12]([C:14]3[N:15]=[CH:16][N:17]([CH:19]([CH3:21])[CH3:20])[CH:18]=3)[S:13][C:6]=12.[BH4-].[Na+], predict the reaction product. (8) Given the reactants ClC(Cl)(Cl)C[O:4][C:5](=[O:23])[NH:6][C:7]1[N:8]([C:16]2[CH:21]=[CH:20][C:19]([CH3:22])=[CH:18][CH:17]=2)[N:9]=[C:10]([C:12]([CH3:15])([CH3:14])[CH3:13])[CH:11]=1.[CH3:26][N:27]1[CH2:32][CH2:31][N:30]([CH3:33])[CH2:29][CH:28]1[C:34]1[N:38]2[CH:39]=[C:40]([O:43][C@H:44]3[C:53]4[C:48](=[CH:49][CH:50]=[CH:51][CH:52]=4)[C@@H:47]([NH2:54])[CH2:46][CH2:45]3)[CH:41]=[CH:42][C:37]2=[N:36][N:35]=1, predict the reaction product. The product is: [CH:5]([OH:23])=[O:4].[C:12]([C:10]1[CH:11]=[C:7]([NH:6][C:5]([NH:54][C@@H:47]2[C:48]3[C:53](=[CH:52][CH:51]=[CH:50][CH:49]=3)[C@H:44]([O:43][C:40]3[CH:41]=[CH:42][C:37]4[N:38]([C:34]([CH:28]5[CH2:29][N:30]([CH3:33])[CH2:31][CH2:32][N:27]5[CH3:26])=[N:35][N:36]=4)[CH:39]=3)[CH2:45][CH2:46]2)=[O:4])[N:8]([C:16]2[CH:21]=[CH:20][C:19]([CH3:22])=[CH:18][CH:17]=2)[N:9]=1)([CH3:15])([CH3:13])[CH3:14]. (9) Given the reactants CO[C:3]([C:5]1([CH3:27])[CH2:17][C:16]2[C:15]3[C:10](=[CH:11][CH:12]=[C:13]([O:18][CH3:19])[CH:14]=3)[NH:9][C:8]=2[CH:7]([C:20]2[CH:25]=[CH:24][CH:23]=[C:22]([OH:26])[CH:21]=2)[NH:6]1)=[O:4].[Br:28][CH2:29][CH2:30][N:31]=[C:32]=[O:33], predict the reaction product. The product is: [Br:28][CH2:29][CH2:30][N:31]1[C:32](=[O:33])[N:6]2[CH:7]([C:20]3[CH:25]=[CH:24][CH:23]=[C:22]([OH:26])[CH:21]=3)[C:8]3[NH:9][C:10]4[C:15]([C:16]=3[CH2:17][C:5]2([CH3:27])[C:3]1=[O:4])=[CH:14][C:13]([O:18][CH3:19])=[CH:12][CH:11]=4.